This data is from Full USPTO retrosynthesis dataset with 1.9M reactions from patents (1976-2016). The task is: Predict the reactants needed to synthesize the given product. (1) Given the product [CH:1]1([C@H:4]([NH:31][C:32](=[O:54])[C@H:33]([CH:39]([C:47]2[CH:52]=[CH:51][C:50]([F:53])=[CH:49][CH:48]=2)[C:40]2[CH:45]=[CH:44][C:43]([F:46])=[CH:42][CH:41]=2)[NH:34][C:35]([O:37][CH3:38])=[O:36])[CH2:5][CH2:6][CH2:7][C@H:8]([N:11]([S:12]([C:15]2[CH:24]=[CH:23][C:18]([CH2:19][OH:20])=[C:17]([F:25])[CH:16]=2)(=[O:13])=[O:14])[CH2:26][CH2:27][CH:28]([CH3:30])[CH3:29])[CH2:9][OH:10])[CH2:3][CH2:2]1, predict the reactants needed to synthesize it. The reactants are: [CH:1]1([C@H:4]([NH:31][C:32](=[O:54])[C@H:33]([CH:39]([C:47]2[CH:52]=[CH:51][C:50]([F:53])=[CH:49][CH:48]=2)[C:40]2[CH:45]=[CH:44][C:43]([F:46])=[CH:42][CH:41]=2)[NH:34][C:35]([O:37][CH3:38])=[O:36])[CH2:5][CH2:6][CH2:7][C@H:8]([N:11]([CH2:26][CH2:27][CH:28]([CH3:30])[CH3:29])[S:12]([C:15]2[CH:24]=[CH:23][C:18]([C:19](OC)=[O:20])=[C:17]([F:25])[CH:16]=2)(=[O:14])=[O:13])[CH2:9][OH:10])[CH2:3][CH2:2]1.[BH4-].[Li+]. (2) Given the product [CH3:39][C:34]1([C:32]([CH:17]2[C:12](=[O:11])[CH2:13][CH2:14][N:15]([C:18]([O:20][C:21]([CH3:24])([CH3:23])[CH3:22])=[O:19])[CH2:16]2)=[O:33])[CH2:38][CH2:37][CH2:36][CH2:35]1, predict the reactants needed to synthesize it. The reactants are: [Li+].C[Si]([N-][Si](C)(C)C)(C)C.[O:11]=[C:12]1[CH2:17][CH2:16][N:15]([C:18]([O:20][C:21]([CH3:24])([CH3:23])[CH3:22])=[O:19])[CH2:14][CH2:13]1.N#N.N1([C:32]([C:34]2([CH3:39])[CH2:38][CH2:37][CH2:36][CH2:35]2)=[O:33])C=CN=C1. (3) The reactants are: [F:1][C:2]1[C:10]([O:11][C:12]2[C:21]3[C:16](=[CH:17][C:18]([O:23][CH3:24])=[C:19]([OH:22])[CH:20]=3)[N:15]=[CH:14][N:13]=2)=[CH:9][CH:8]=[C:7]2[C:3]=1[CH:4]=[CH:5][NH:6]2.[C:25]([N:28]1[CH2:33][CH2:32][N:31]([CH2:34][CH2:35]O)[CH2:30][CH2:29]1)(=[O:27])[CH3:26].C1(P(C2C=CC=CC=2)C2C=CC=CC=2)C=CC=CC=1.N(C(OC(C)C)=O)=NC(OC(C)C)=O. Given the product [C:25]([N:28]1[CH2:33][CH2:32][N:31]([CH2:34][CH2:35][O:22][C:19]2[CH:20]=[C:21]3[C:16](=[CH:17][C:18]=2[O:23][CH3:24])[N:15]=[CH:14][N:13]=[C:12]3[O:11][C:10]2[C:2]([F:1])=[C:3]3[C:7](=[CH:8][CH:9]=2)[NH:6][CH:5]=[CH:4]3)[CH2:30][CH2:29]1)(=[O:27])[CH3:26], predict the reactants needed to synthesize it. (4) Given the product [CH2:41]([O:40][CH:39]([O:43][CH2:44][CH3:45])[C@@H:38]([N:26]([CH2:27][C:28]1[CH:29]=[CH:30][CH:31]=[C:32]2[C:37]=1[N:36]=[CH:35][CH:34]=[CH:33]2)[C:24](=[O:25])[C@@H:23]([NH:22][C:19](=[O:21])[CH2:18][N:2]([CH3:1])[NH:3][C:4]([NH:5][CH2:6][C:7]1[C:16]2[C:11](=[CH:12][CH:13]=[CH:14][CH:15]=2)[CH:10]=[CH:9][CH:8]=1)=[O:17])[CH3:47])[CH3:46])[CH3:42], predict the reactants needed to synthesize it. The reactants are: [CH3:1][N:2]([CH2:18][C:19]([OH:21])=O)[NH:3][C:4](=[O:17])[NH:5][CH2:6][C:7]1[C:16]2[C:11](=[CH:12][CH:13]=[CH:14][CH:15]=2)[CH:10]=[CH:9][CH:8]=1.[NH2:22][C@@H:23]([CH3:47])[C:24]([N:26]([C@@H:38]([CH3:46])[CH:39]([O:43][CH2:44][CH3:45])[O:40][CH2:41][CH3:42])[CH2:27][C:28]1[CH:29]=[CH:30][CH:31]=[C:32]2[C:37]=1[N:36]=[CH:35][CH:34]=[CH:33]2)=[O:25]. (5) Given the product [CH:22]([N:12]([C:10](=[O:11])[CH2:9][CH2:8][C:3]1[CH:4]=[CH:5][CH:6]=[CH:7][C:2]=1[C:34]1[CH:35]=[CH:36][CH:37]=[CH:38][C:33]=1[O:32][CH3:31])[NH:13][C:14](=[O:21])[C:15]1[CH:20]=[CH:19][CH:18]=[CH:17][CH:16]=1)([CH3:24])[CH3:23], predict the reactants needed to synthesize it. The reactants are: Br[C:2]1[CH:7]=[CH:6][CH:5]=[CH:4][C:3]=1[CH2:8][CH2:9][C:10]([N:12]([CH:22]([CH3:24])[CH3:23])[NH:13][C:14](=[O:21])[C:15]1[CH:20]=[CH:19][CH:18]=[CH:17][CH:16]=1)=[O:11].C([O-])([O-])=O.[Na+].[Na+].[CH3:31][O:32][C:33]1[CH:38]=[CH:37][CH:36]=[CH:35][C:34]=1B(O)O. (6) Given the product [C:9]([O:13][C:14]([N:16]1[C@H:21]([CH2:22][NH:8][CH2:1][C:2]2[CH:7]=[CH:6][CH:5]=[CH:4][CH:3]=2)[C@@H:20]2[CH2:24][C@H:17]1[CH2:18][CH2:19]2)=[O:15])([CH3:12])([CH3:10])[CH3:11], predict the reactants needed to synthesize it. The reactants are: [CH2:1]([NH2:8])[C:2]1[CH:7]=[CH:6][CH:5]=[CH:4][CH:3]=1.[C:9]([O:13][C:14]([N:16]1[C@H:21]([CH:22]=O)[C@@H:20]2[CH2:24][C@H:17]1[CH2:18][CH2:19]2)=[O:15])([CH3:12])([CH3:11])[CH3:10].C(O[BH-](OC(=O)C)OC(=O)C)(=O)C.[Na+].O. (7) Given the product [Br:1][C:2]1[CH:3]=[C:4]([C:16]([NH:19][CH2:20][C:21]2[C:22](=[O:29])[NH:23][C:24]([CH3:28])=[CH:25][C:26]=2[CH3:27])=[O:18])[C:5]2[C:6]([CH3:15])=[CH:7][N:8]([CH:11]([CH2:13][CH3:14])[CH3:12])[C:9]=2[CH:10]=1, predict the reactants needed to synthesize it. The reactants are: [Br:1][C:2]1[CH:3]=[C:4]([C:16]([OH:18])=O)[C:5]2[C:6]([CH3:15])=[CH:7][N:8]([CH:11]([CH2:13][CH3:14])[CH3:12])[C:9]=2[CH:10]=1.[NH2:19][CH2:20][C:21]1[C:22](=[O:29])[NH:23][C:24]([CH3:28])=[CH:25][C:26]=1[CH3:27].ON1C2N=CC=CC=2N=N1.C(Cl)CCl.CN1CCOCC1. (8) Given the product [Cl:19][C:20]1[CH:21]=[C:22]2[CH:28]=[C:27]([C:29]([NH:5][C:4]3[CH:6]=[CH:7][C:8]([B:10]4[O:14][C:13]([CH3:16])([CH3:15])[C:12]([CH3:18])([CH3:17])[O:11]4)=[CH:9][C:3]=3[O:2][CH3:1])=[O:30])[N:26]([CH3:33])[C:23]2=[N:24][CH:25]=1, predict the reactants needed to synthesize it. The reactants are: [CH3:1][O:2][C:3]1[CH:9]=[C:8]([B:10]2[O:14][C:13]([CH3:16])([CH3:15])[C:12]([CH3:18])([CH3:17])[O:11]2)[CH:7]=[CH:6][C:4]=1[NH2:5].[Cl:19][C:20]1[CH:21]=[C:22]2[CH:28]=[C:27]([C:29](OC)=[O:30])[N:26]([CH3:33])[C:23]2=[N:24][CH:25]=1. (9) Given the product [F:12][C:13]([F:28])([F:29])[O:14][C:15]1[CH:16]=[CH:17][C:18]([NH:21][CH:22]([CH2:26][CH3:27])[C:23]([N:4]2[CH2:5][C:6](=[O:7])[NH:1][C:2]3[CH:11]=[CH:10][CH:9]=[N:8][C:3]2=3)=[O:24])=[CH:19][CH:20]=1, predict the reactants needed to synthesize it. The reactants are: [NH:1]1[C:6](=[O:7])[CH2:5][NH:4][C:3]2[N:8]=[CH:9][CH:10]=[CH:11][C:2]1=2.[F:12][C:13]([F:29])([F:28])[O:14][C:15]1[CH:20]=[CH:19][C:18]([NH:21][CH:22]([CH2:26][CH3:27])[C:23](O)=[O:24])=[CH:17][CH:16]=1.Cl.CN(C)CCCN=C=NCC.O.ON1C2C=CC=CC=2N=N1.